Dataset: TCR-epitope binding with 47,182 pairs between 192 epitopes and 23,139 TCRs. Task: Binary Classification. Given a T-cell receptor sequence (or CDR3 region) and an epitope sequence, predict whether binding occurs between them. (1) The epitope is NLSALGIFST. The TCR CDR3 sequence is CASSSGQQETQYF. Result: 0 (the TCR does not bind to the epitope). (2) Result: 0 (the TCR does not bind to the epitope). The epitope is ILGLPTQTV. The TCR CDR3 sequence is CASSGGQPPSGNTIYF. (3) The epitope is LLWNGPMAV. The TCR CDR3 sequence is CASSPGTGTYEQYF. Result: 1 (the TCR binds to the epitope).